From a dataset of Full USPTO retrosynthesis dataset with 1.9M reactions from patents (1976-2016). Predict the reactants needed to synthesize the given product. (1) Given the product [CH3:22][O:23][C:24](=[O:34])[C:25]1[CH:30]=[CH:29][C:28]([NH:31][C:2]2[N:3]=[CH:4][C:5]3[N:11]([CH3:12])[C:10](=[O:13])[CH:9]([CH3:14])[CH2:8][N:7]([CH:15]4[CH2:20][CH2:19][CH2:18][CH2:17][CH2:16]4)[C:6]=3[N:21]=2)=[C:27]([O:32][CH3:33])[CH:26]=1, predict the reactants needed to synthesize it. The reactants are: Cl[C:2]1[N:3]=[CH:4][C:5]2[N:11]([CH3:12])[C:10](=[O:13])[CH:9]([CH3:14])[CH2:8][N:7]([CH:15]3[CH2:20][CH2:19][CH2:18][CH2:17][CH2:16]3)[C:6]=2[N:21]=1.[CH3:22][O:23][C:24](=[O:34])[C:25]1[CH:30]=[CH:29][C:28]([NH2:31])=[C:27]([O:32][CH3:33])[CH:26]=1.O.C1(C)C=CC(S(O)(=O)=O)=CC=1. (2) Given the product [F:1][C:2]1[C:7]([CH:8]([OH:9])[C:32]2[C:28]3[CH:27]=[N:26][CH:25]=[N:24][C:29]=3[NH:30][CH:31]=2)=[CH:6][CH:5]=[CH:4][C:3]=1[NH:10][S:11]([C:14]1[CH:19]=[CH:18][C:17]([C:20]([F:23])([F:21])[F:22])=[CH:16][CH:15]=1)(=[O:13])=[O:12], predict the reactants needed to synthesize it. The reactants are: [F:1][C:2]1[C:7]([CH:8]=[O:9])=[CH:6][CH:5]=[CH:4][C:3]=1[NH:10][S:11]([C:14]1[CH:19]=[CH:18][C:17]([C:20]([F:23])([F:22])[F:21])=[CH:16][CH:15]=1)(=[O:13])=[O:12].[N:24]1[C:29]2[NH:30][CH:31]=[CH:32][C:28]=2[CH:27]=[N:26][CH:25]=1.[OH-].[K+].O.